From a dataset of Reaction yield outcomes from USPTO patents with 853,638 reactions. Predict the reaction yield, written as a fraction of the theoretical maximum amount of product (1.0 means a 100% yield; for example, 0.34 means a 34% yield). (1) The reactants are C(N1C=CN=C1)(N1C=CN=C1)=O.[C:13]([O:17][C:18]([NH:20][C@H:21]1[C@@H:25]([CH3:26])[CH2:24][N:23]([C:27]2[C:35]([F:36])=[CH:34][C:30]([C:31]([OH:33])=O)=[C:29]([F:37])[C:28]=2[CH3:38])[CH2:22]1)=[O:19])([CH3:16])([CH3:15])[CH3:14].[C:39]([O:45][CH2:46][CH3:47])(=[O:44])[CH2:40]C([O-])=O.[K+].[Cl-].[Mg+2].[Cl-].C(N(CC)CC)C.C(O)(=O)CC(CC(O)=O)(C(O)=O)O. The catalyst is O1CCCC1.C(OCC)(=O)C. The product is [C:13]([O:17][C:18]([NH:20][C@H:21]1[C@@H:25]([CH3:26])[CH2:24][N:23]([C:27]2[C:35]([F:36])=[CH:34][C:30]([C:31](=[O:33])[CH2:40][C:39]([O:45][CH2:46][CH3:47])=[O:44])=[C:29]([F:37])[C:28]=2[CH3:38])[CH2:22]1)=[O:19])([CH3:16])([CH3:15])[CH3:14]. The yield is 0.930. (2) The reactants are C[Si](C)(C)[C:3]#[C:4][CH2:5][CH2:6][CH:7]=[C:8]([CH3:20])[CH2:9][CH2:10][CH:11]=[C:12]([CH3:19])[CH2:13][CH2:14][CH:15]=[C:16]([CH3:18])[CH3:17].CC[O-].[Na+]. The catalyst is CC(OC)(C)C.O. The product is [CH3:20][C:8]([CH2:9][CH2:10][CH:11]=[C:12]([CH3:19])[CH2:13][CH2:14][CH:15]=[C:16]([CH3:18])[CH3:17])=[CH:7][CH2:6][CH2:5][C:4]#[CH:3]. The yield is 0.960. (3) The reactants are [OH-].[Na+].[F:3][CH:4]([F:19])[CH2:5][O:6][C:7]1[CH:8]=[C:9]([F:18])[C:10]([C:13]([O:15]CC)=[O:14])=[N:11][CH:12]=1.Cl.O1CCOCC1. The catalyst is C1COCC1. The product is [F:19][CH:4]([F:3])[CH2:5][O:6][C:7]1[CH:8]=[C:9]([F:18])[C:10]([C:13]([OH:15])=[O:14])=[N:11][CH:12]=1. The yield is 2.29. (4) The reactants are [Br:1][C:2]1[C:10]2[N:9]=[C:8]([CH3:11])[NH:7][C:6]=2[CH:5]=[C:4]([N:12]2[CH2:17][CH2:16][O:15][CH2:14][CH2:13]2)[CH:3]=1.Br[CH2:19][C:20]1[C:29]2[C:24](=[CH:25][CH:26]=[CH:27][CH:28]=2)[CH:23]=[CH:22][CH:21]=1.C(=O)([O-])[O-].[K+].[K+].O. The catalyst is CN(C)C=O. The product is [Br:1][C:2]1[C:10]2[N:9]=[C:8]([CH3:11])[N:7]([CH2:19][C:20]3[C:29]4[C:24](=[CH:25][CH:26]=[CH:27][CH:28]=4)[CH:23]=[CH:22][CH:21]=3)[C:6]=2[CH:5]=[C:4]([N:12]2[CH2:17][CH2:16][O:15][CH2:14][CH2:13]2)[CH:3]=1. The yield is 0.720.